This data is from Full USPTO retrosynthesis dataset with 1.9M reactions from patents (1976-2016). The task is: Predict the reactants needed to synthesize the given product. (1) Given the product [C:7]([O:11][C:12]([N:14]1[C:23]2[C:18](=[CH:19][CH:20]=[CH:21][CH:22]=2)[C:17](=[CH2:1])[CH2:16][CH2:15]1)=[O:13])([CH3:10])([CH3:9])[CH3:8], predict the reactants needed to synthesize it. The reactants are: [CH3:1]C(C)([O-])C.[K+].[C:7]([O:11][C:12]([N:14]1[C:23]2[C:18](=[CH:19][CH:20]=[CH:21][CH:22]=2)[C:17](=O)[CH2:16][CH2:15]1)=[O:13])([CH3:10])([CH3:9])[CH3:8]. (2) Given the product [CH3:27][O:28][C:29](=[O:30])[CH2:31][CH2:32][S:33]([N:36]1[CH2:37][CH2:38][N:39]([CH2:17][C:14]2[S:13][C:12]([NH:11][C:9]([N:8]([CH:1]3[CH2:7][CH2:6][CH2:5][CH2:4][CH2:3][CH2:2]3)[C@H:19]3[CH2:20][CH2:21][C@H:22]([CH3:25])[CH2:23][CH2:24]3)=[O:10])=[N:16][CH:15]=2)[CH2:40][CH2:41]1)(=[O:34])=[O:35], predict the reactants needed to synthesize it. The reactants are: [CH:1]1([N:8]([C@H:19]2[CH2:24][CH2:23][C@H:22]([CH3:25])[CH2:21][CH2:20]2)[C:9]([NH:11][C:12]2[S:13][C:14]([CH:17]=O)=[CH:15][N:16]=2)=[O:10])[CH2:7][CH2:6][CH2:5][CH2:4][CH2:3][CH2:2]1.[Cl-].[CH3:27][O:28][C:29]([CH2:31][CH2:32][S:33]([N:36]1[CH2:41][CH2:40][NH2+:39][CH2:38][CH2:37]1)(=[O:35])=[O:34])=[O:30]. (3) Given the product [CH3:30][O:31][C:32](=[O:37])[CH2:33][CH2:34][CH2:35][NH:36][C:23](=[O:24])[C:22]1[CH:26]=[CH:27][C:19]([CH:11]([C:12]2[CH:17]=[CH:16][CH:15]=[CH:14][C:13]=2[CH3:18])[CH2:10][C:9]([C:4]2[CH:5]=[CH:6][C:7](=[O:8])[N:2]([CH3:1])[CH:3]=2)=[O:28])=[CH:20][CH:21]=1, predict the reactants needed to synthesize it. The reactants are: [CH3:1][N:2]1[C:7](=[O:8])[CH:6]=[CH:5][C:4]([C:9](=[O:28])[CH2:10][CH:11]([C:19]2[CH:27]=[CH:26][C:22]([C:23](O)=[O:24])=[CH:21][CH:20]=2)[C:12]2[CH:17]=[CH:16][CH:15]=[CH:14][C:13]=2[CH3:18])=[CH:3]1.Cl.[CH3:30][O:31][C:32](=[O:37])[CH2:33][CH2:34][CH2:35][NH2:36].CN([P+](ON1N=NC2C=CC=CC1=2)(N(C)C)N(C)C)C.F[P-](F)(F)(F)(F)F. (4) Given the product [OH:8][CH2:9][C:10]1[S:14][C:13]([C:15]2[CH:16]=[CH:17][C:18]([C:19]([OH:21])=[O:20])=[CH:23][CH:24]=2)=[N:12][CH:11]=1, predict the reactants needed to synthesize it. The reactants are: C([O:8][CH2:9][C:10]1[S:14][C:13]([C:15]2[CH:24]=[CH:23][C:18]([C:19]([O:21]C)=[O:20])=[CH:17][CH:16]=2)=[N:12][CH:11]=1)C1C=CC=CC=1.Cl. (5) Given the product [N+:1]([C:4]1[CH:5]=[CH:6][CH:7]=[CH:8][CH:9]=1)([O-:3])=[O:2], predict the reactants needed to synthesize it. The reactants are: [N+:1]([C:4]1[CH:5]=[C:6](O)[CH:7]=[CH:8][CH:9]=1)([O-:3])=[O:2].C([O-])([O-])=O.[K+].[K+].[Na+].[I-]. (6) Given the product [O:28]=[C:12]1[NH:11][C:10]([C:8]#[N:9])=[CH:14][N:13]1[CH:15]1[CH2:20][CH2:19][NH:18][CH2:17][CH2:16]1, predict the reactants needed to synthesize it. The reactants are: FC(F)(F)C(O)=O.[C:8]([C:10]1[NH:11][C:12](=[O:28])[N:13]([CH:15]2[CH2:20][CH2:19][N:18](C(OC(C)(C)C)=O)[CH2:17][CH2:16]2)[CH:14]=1)#[N:9]. (7) The reactants are: [H-].[Na+].[Br:3][C:4]1[CH:12]=[CH:11][CH:10]=[C:9]2[C:5]=1[CH:6]=[CH:7][NH:8]2.Br[CH2:14][CH2:15][CH2:16][CH2:17][CH3:18]. Given the product [Br:3][C:4]1[CH:12]=[CH:11][CH:10]=[C:9]2[C:5]=1[CH:6]=[CH:7][N:8]2[CH2:14][CH2:15][CH2:16][CH2:17][CH3:18], predict the reactants needed to synthesize it. (8) Given the product [CH3:13][O:12][CH:9]1[CH:6]2[O:7][CH2:8][CH:4]([NH2:1])[CH:5]2[O:11][CH2:10]1, predict the reactants needed to synthesize it. The reactants are: [N:1]([CH:4]1[CH2:8][O:7][CH:6]2[CH:9]([O:12][CH3:13])[CH2:10][O:11][CH:5]12)=[N+]=[N-].